Dataset: In vitro SARS-CoV-2 activity screen of 1,480 approved drugs from Prestwick library. Task: Binary Classification. Given a drug SMILES string, predict its activity (active/inactive) in a high-throughput screening assay against a specified biological target. (1) The molecule is CCNCC(O)c1cccc(O)c1.Cl. The result is 0 (inactive). (2) The compound is CC(C)C(=O)OCC(=O)[C@@]12O[C@H](C3CCCCC3)O[C@@H]1C[C@H]1[C@@H]3CCC4=CC(=O)C=C[C@]4(C)[C@H]3[C@@H](O)C[C@@]12C. The result is 0 (inactive). (3) The drug is O=C([O-])Cc1ccccc1Nc1c(Cl)cccc1Cl.[Na+]. The result is 0 (inactive). (4) The result is 0 (inactive). The compound is Cl.Cl.O=C(O)COCCN1CCN(C(c2ccccc2)c2ccc(Cl)cc2)CC1. (5) The molecule is O=C(N/N=C/c1ccc([N+](=O)[O-])o1)c1ccc(O)cc1. The result is 0 (inactive). (6) The molecule is CN(C)[C@@H]1C(=O)C(C(N)=O)=C(O)[C@@]2(O)C(=O)C3=C(O)c4c(O)cccc4[C@@](C)(O)[C@H]3[C@H](O)[C@@H]12.O.O. The result is 0 (inactive). (7) The drug is Cl.Cl.O=C1c2c(O)ccc(O)c2C(=O)c2c(NCCNCCO)ccc(NCCNCCO)c21. The result is 0 (inactive).